Dataset: Full USPTO retrosynthesis dataset with 1.9M reactions from patents (1976-2016). Task: Predict the reactants needed to synthesize the given product. (1) Given the product [Cl:8][C:5]1[CH:6]=[CH:7][C:2]2[N:3]([CH:15]=[C:14]([C:13]3[CH:18]=[CH:19][C:10]([Cl:9])=[CH:11][CH:12]=3)[N:1]=2)[CH:4]=1, predict the reactants needed to synthesize it. The reactants are: [NH2:1][C:2]1[CH:7]=[CH:6][C:5]([Cl:8])=[CH:4][N:3]=1.[Cl:9][C:10]1[CH:19]=[CH:18][C:13]([C:14](=O)[CH2:15]Br)=[CH:12][CH:11]=1.[OH-].[Na+]. (2) Given the product [Cl:1][C:2]1[CH:3]=[C:4]([N:8]2[C:12]([CH2:13][NH:14][C:36]([NH:35][C:29]3[CH:30]=[CH:31][C:32]([CH2:33][OH:34])=[C:27]([F:26])[CH:28]=3)=[O:37])=[CH:11][C:10]([C:15]([F:16])([F:17])[F:18])=[N:9]2)[CH:5]=[CH:6][CH:7]=1, predict the reactants needed to synthesize it. The reactants are: [Cl:1][C:2]1[CH:3]=[C:4]([N:8]2[C:12]([CH2:13][NH2:14])=[CH:11][C:10]([C:15]([F:18])([F:17])[F:16])=[N:9]2)[CH:5]=[CH:6][CH:7]=1.CCN(CC)CC.[F:26][C:27]1[CH:28]=[C:29]([NH:35][C:36](=O)[O:37]C2C=CC=CC=2)[CH:30]=[CH:31][C:32]=1[CH2:33][OH:34]. (3) Given the product [F:1][C:2]1[CH:3]=[C:4]([N:8]2[C@@:12]3([CH2:17][CH2:16][N:15]([CH2:18][C:19]4[CH:24]=[CH:23][CH:22]=[C:21]([O:25][CH:26]([CH3:27])[CH3:28])[CH:20]=4)[C@@H:14]([CH3:29])[CH2:13]3)[CH2:11][N:10]([CH3:34])[S:9]2(=[O:31])=[O:30])[CH:5]=[CH:6][CH:7]=1, predict the reactants needed to synthesize it. The reactants are: [F:1][C:2]1[CH:3]=[C:4]([N:8]2[C@@:12]3([CH2:17][CH2:16][N:15]([CH2:18][C:19]4[CH:24]=[CH:23][CH:22]=[C:21]([O:25][CH:26]([CH3:28])[CH3:27])[CH:20]=4)[C@@H:14]([CH3:29])[CH2:13]3)[CH2:11][NH:10][S:9]2(=[O:31])=[O:30])[CH:5]=[CH:6][CH:7]=1.[H-].[Na+].[CH3:34]I. (4) Given the product [I:16][C:14]1[CH:13]=[CH:12][C:7]([C:8]([O:10][CH3:11])=[O:9])=[C:6]([SH:5])[CH:15]=1, predict the reactants needed to synthesize it. The reactants are: CN(C)C([S:5][C:6]1[CH:15]=[C:14]([I:16])[CH:13]=[CH:12][C:7]=1[C:8]([O:10][CH3:11])=[O:9])=O.C[O-].[Na+].